This data is from Forward reaction prediction with 1.9M reactions from USPTO patents (1976-2016). The task is: Predict the product of the given reaction. Given the reactants [Cl:1][C:2]1[CH:7]=[CH:6][C:5]([OH:8])=[CH:4][C:3]=1[N+:9]([O-:11])=[O:10].[Cl:12][C:13]1[S:14][C:15]([CH2:18]Cl)=[CH:16][CH:17]=1, predict the reaction product. The product is: [Cl:12][C:13]1[S:14][C:15]([CH2:18][O:8][C:5]2[CH:6]=[CH:7][C:2]([Cl:1])=[C:3]([N+:9]([O-:11])=[O:10])[CH:4]=2)=[CH:16][CH:17]=1.